Predict the reaction yield, written as a fraction of the theoretical maximum amount of product (1.0 means a 100% yield; for example, 0.34 means a 34% yield). From a dataset of Reaction yield outcomes from USPTO patents with 853,638 reactions. (1) The reactants are [F:1][C:2]1[CH:3]=[C:4]([CH:6]=[CH:7][C:8]=1[N+:9]([O-:11])=[O:10])[NH2:5].[Br:12]N1C(=O)CCC1=O. The catalyst is C(OCC)(=O)C. The product is [Br:12][C:6]1[CH:7]=[C:8]([N+:9]([O-:11])=[O:10])[C:2]([F:1])=[CH:3][C:4]=1[NH2:5]. The yield is 0.500. (2) The reactants are [NH2:1][C:2]1[CH:3]=[C:4]([OH:8])[CH:5]=[CH:6][CH:7]=1.Cl[C:10]1[C:19]2[C:14](=[CH:15][C:16]([O:22][CH2:23][CH2:24][O:25][CH3:26])=[C:17]([O:20][CH3:21])[CH:18]=2)[N:13]=[CH:12][N:11]=1. No catalyst specified. The product is [CH3:21][O:20][C:17]1[CH:18]=[C:19]2[C:14](=[CH:15][C:16]=1[O:22][CH2:23][CH2:24][O:25][CH3:26])[N:13]=[CH:12][N:11]=[C:10]2[O:8][C:4]1[CH:3]=[C:2]([CH:7]=[CH:6][CH:5]=1)[NH2:1]. The yield is 0.340. (3) The reactants are [Br:1][C:2]1[CH:10]=[CH:9][C:5]([C:6]([OH:8])=O)=[C:4]([Cl:11])[CH:3]=1.C1(P(C2C=CC=CC=2)C2C=CC=CC=2)C=CC=CC=1.[CH:31]1[CH:36]=[C:35]([S:37][S:37][C:35]2[N:34]=[CH:33][CH:32]=[CH:31][CH:36]=2)[N:34]=[CH:33][CH:32]=1. The catalyst is C(Cl)Cl. The product is [N:34]1[CH:33]=[CH:32][CH:31]=[CH:36][C:35]=1[S:37][C:6](=[O:8])[C:5]1[CH:9]=[CH:10][C:2]([Br:1])=[CH:3][C:4]=1[Cl:11]. The yield is 0.670. (4) The reactants are C(OC([N:8]1[CH2:17][CH2:16][C:15]2[C:10](=[CH:11][C:12]([C:18]#[C:19][C:20]3[CH:25]=[C:24]([C:26]4[C:30]5[CH2:31][N:32]([S:35]([CH3:38])(=[O:37])=[O:36])[CH2:33][CH2:34][C:29]=5[N:28]([CH2:39][CH2:40][CH2:41][N:42]5[CH2:47][CH2:46][CH:45]([C:48](=[O:50])[NH2:49])[CH2:44][CH2:43]5)[N:27]=4)[CH:23]=[CH:22][C:21]=3[Cl:51])=[CH:13][CH:14]=2)[CH2:9]1)=O)(C)(C)C.C(O)(C(F)(F)F)=O. The catalyst is C(Cl)Cl. The product is [Cl:51][C:21]1[CH:22]=[CH:23][C:24]([C:26]2[C:30]3[CH2:31][N:32]([S:35]([CH3:38])(=[O:37])=[O:36])[CH2:33][CH2:34][C:29]=3[N:28]([CH2:39][CH2:40][CH2:41][N:42]3[CH2:43][CH2:44][CH:45]([C:48]([NH2:49])=[O:50])[CH2:46][CH2:47]3)[N:27]=2)=[CH:25][C:20]=1[C:19]#[C:18][C:12]1[CH:11]=[C:10]2[C:15]([CH2:16][CH2:17][NH:8][CH2:9]2)=[CH:14][CH:13]=1. The yield is 0.140. (5) The reactants are [Cl:1][C:2]1[CH:3]=[C:4]([CH2:19][CH2:20][C:21]([O:23][CH3:24])=[O:22])[CH:5]=[C:6]([Cl:18])[C:7]=1[O:8][C:9]1[CH:14]=[CH:13][C:12]([N+:15]([O-])=O)=[CH:11][CH:10]=1.[Sn](Cl)Cl. The catalyst is C(O)C.O. The product is [NH2:15][C:12]1[CH:11]=[CH:10][C:9]([O:8][C:7]2[C:6]([Cl:18])=[CH:5][C:4]([CH2:19][CH2:20][C:21]([O:23][CH3:24])=[O:22])=[CH:3][C:2]=2[Cl:1])=[CH:14][CH:13]=1. The yield is 0.350. (6) The reactants are [C:1]([O:5][C:6](=[O:17])[NH:7][CH:8]1[CH2:13][CH2:12][N:11]([CH2:14][CH2:15][OH:16])[CH2:10][CH2:9]1)([CH3:4])([CH3:3])[CH3:2].[CH3:18][O:19][C:20]1[N:21]=[C:22]2[C:27](=[CH:28][CH:29]=1)[N:26]=[CH:25][C:24](O)=[CH:23]2.C1(P(C2C=CC=CC=2)C2C=CC=CC=2)C=CC=CC=1.N(C(OC(C)C)=O)=NC(OC(C)C)=O. The catalyst is O1CCCC1. The product is [C:1]([O:5][C:6](=[O:17])[NH:7][CH:8]1[CH2:9][CH2:10][N:11]([CH2:14][CH2:15][O:16][C:24]2[CH:25]=[N:26][C:27]3[C:22]([CH:23]=2)=[N:21][C:20]([O:19][CH3:18])=[CH:29][CH:28]=3)[CH2:12][CH2:13]1)([CH3:4])([CH3:2])[CH3:3]. The yield is 0.330. (7) The reactants are [CH3:1][O:2][C:3]1[CH:8]=[CH:7][C:6]([C@@H:9]([NH:11][C@@H:12]2[C:21]3[N:20]=[CH:19][CH:18]=[CH:17][C:16]=3[CH2:15][CH2:14][CH2:13]2)[CH3:10])=[CH:5][CH:4]=1.C=O.[C:24](O)(=O)C.[BH-](OC(C)=O)(OC(C)=O)OC(C)=O.[Na+].C([O-])([O-])=O.[Na+].[Na+]. The catalyst is ClCCCl.ClCCl. The product is [CH3:24][N:11]([C@H:9]([C:6]1[CH:5]=[CH:4][C:3]([O:2][CH3:1])=[CH:8][CH:7]=1)[CH3:10])[C@@H:12]1[C:21]2[N:20]=[CH:19][CH:18]=[CH:17][C:16]=2[CH2:15][CH2:14][CH2:13]1. The yield is 1.00. (8) The reactants are [CH2:1]([C:5]1[N:6]=[C:7]([CH3:34])[N:8]([CH2:27][CH:28]([OH:33])[C:29]([CH3:32])([CH3:31])[CH3:30])[C:9](=[O:26])[C:10]=1[CH2:11][C:12]1[CH:17]=[CH:16][C:15]([C:18]2[C:19]([C:24]#[N:25])=[CH:20][CH:21]=[CH:22][CH:23]=2)=[CH:14][CH:13]=1)[CH2:2][CH2:3][CH3:4].FC(F)(F)S(O[Si](C(C)(C)C)(C)C)(=O)=O.[N:50]1C(C)=CC=CC=1C.[Cl-].O[NH3+].[C:61](=[O:64])([O-])[OH:62].[Na+]. The catalyst is C(OCC)(=O)C.CS(C)=O.O1CCCC1. The product is [CH2:1]([C:5]1[N:6]=[C:7]([CH3:34])[N:8]([CH2:27][CH:28]([OH:33])[C:29]([CH3:32])([CH3:31])[CH3:30])[C:9](=[O:26])[C:10]=1[CH2:11][C:12]1[CH:17]=[CH:16][C:15]([C:18]2[CH:23]=[CH:22][CH:21]=[CH:20][C:19]=2[C:24]2[NH:50][C:61](=[O:64])[O:62][N:25]=2)=[CH:14][CH:13]=1)[CH2:2][CH2:3][CH3:4]. The yield is 0.550.